From a dataset of Full USPTO retrosynthesis dataset with 1.9M reactions from patents (1976-2016). Predict the reactants needed to synthesize the given product. (1) Given the product [C:1]([O:5][C:6]([C:7]1[CH:12]=[CH:11][C:10]([C:13]2[CH2:14][C:15]([C:20]3[CH:21]=[C:22]([Cl:27])[CH:23]=[C:24]([Cl:26])[CH:25]=3)([C:16]([F:18])([F:17])[F:19])[CH:28]([C:29]([O:31][C:32]([CH3:33])([CH3:35])[CH3:34])=[O:30])[N:36]=2)=[CH:9][C:8]=1[CH3:51])=[O:52])([CH3:2])([CH3:3])[CH3:4], predict the reactants needed to synthesize it. The reactants are: [C:1]([O:5][C:6](=[O:52])[C:7]1[CH:12]=[CH:11][C:10]([C:13](=O)[CH2:14][C:15]([CH:28]([N:36]=C(C2C=CC=CC=2)C2C=CC=CC=2)[C:29]([O:31][C:32]([CH3:35])([CH3:34])[CH3:33])=[O:30])([C:20]2[CH:25]=[C:24]([Cl:26])[CH:23]=[C:22]([Cl:27])[CH:21]=2)[C:16]([F:19])([F:18])[F:17])=[CH:9][C:8]=1[CH3:51])([CH3:4])([CH3:3])[CH3:2].Cl.O. (2) Given the product [CH3:14][N:15]([C:16]1[CH:21]=[CH:20][CH:19]=[CH:18][CH:17]=1)[S:2]([C:5]1[CH:13]=[CH:12][C:8]([C:9]([OH:11])=[O:10])=[CH:7][CH:6]=1)(=[O:4])=[O:3], predict the reactants needed to synthesize it. The reactants are: Cl[S:2]([C:5]1[CH:13]=[CH:12][C:8]([C:9]([OH:11])=[O:10])=[CH:7][CH:6]=1)(=[O:4])=[O:3].[CH3:14][NH:15][C:16]1[CH:21]=[CH:20][CH:19]=[CH:18][CH:17]=1. (3) The reactants are: [NH2:1][C:2]1[N:3]=[C:4]([C:23]([F:26])([F:25])[F:24])[C:5]2[CH2:10][C:9](=[O:11])[N:8]([CH2:12][C:13]3[C:18]([CH3:19])=[C:17]([O:20][CH3:21])[C:16]([CH3:22])=[CH:15][N:14]=3)[C:6]=2[N:7]=1.[CH:27]([C:29]1[NH:33][CH:32]=[C:31]([C:34]([OH:36])=[O:35])[CH:30]=1)=O.N1CCCCC1. Given the product [NH2:1][C:2]1[N:3]=[C:4]([C:23]([F:25])([F:24])[F:26])[C:5]2=[C:6]([N:8]([CH2:12][C:13]3[C:18]([CH3:19])=[C:17]([O:20][CH3:21])[C:16]([CH3:22])=[CH:15][N:14]=3)[C:9](=[O:11])/[C:10]/2=[CH:27]\[C:29]2[NH:33][CH:32]=[C:31]([C:34]([OH:36])=[O:35])[CH:30]=2)[N:7]=1, predict the reactants needed to synthesize it. (4) Given the product [NH2:25][C:21]1[N:22]=[CH:23][N:24]=[C:19]2[C:20]=1[N:26]=[C:27]([S:28][C:29]1[C:30]([C:5]3[O:4][C:3]([CH:1]=[O:2])=[CH:7][CH:6]=3)=[CH:31][C:32]3[O:37][CH2:36][O:35][C:33]=3[CH:34]=1)[N:18]2[CH2:17][CH2:16][CH2:15][NH:14][CH:12]([CH3:11])[CH3:13], predict the reactants needed to synthesize it. The reactants are: [CH:1]([C:3]1[O:4][C:5](B(O)O)=[CH:6][CH:7]=1)=[O:2].[CH3:11][CH:12]([NH:14][CH2:15][CH2:16][CH2:17][N:18]1[C:27]([S:28][C:29]2[CH:34]=[C:33]3[O:35][CH2:36][O:37][C:32]3=[CH:31][C:30]=2I)=[N:26][C:20]2[C:21]([NH2:25])=[N:22][CH:23]=[N:24][C:19]1=2)[CH3:13].C([O-])(O)=O.[Na+].CN(C=O)C. (5) Given the product [C:17]([O:20][C:21]([CH2:2][CH2:3][CH2:4][CH2:5][C:6]([OH:8])=[O:7])=[O:22])([CH3:19])([CH3:18])[CH3:16], predict the reactants needed to synthesize it. The reactants are: N[CH2:2][CH2:3][CH2:4][CH2:5][C:6]([OH:8])=[O:7].C(N(CC)CC)C.[CH3:16][C:17]([O:20][C:21](ON=C(C1C=CC=CC=1)C#N)=[O:22])([CH3:19])[CH3:18]. (6) Given the product [C:27]([N:25]([CH3:26])[C:22]1[CH:21]=[CH:20][C:19]([O:18][CH2:17][CH2:16][C:14]2[N:15]=[C:11]([S:10][C:7]([CH3:9])([CH3:8])[C:6]([OH:35])=[O:5])[S:12][CH:13]=2)=[CH:24][CH:23]=1)(=[O:34])[C:28]1[CH:29]=[CH:30][CH:31]=[CH:32][CH:33]=1, predict the reactants needed to synthesize it. The reactants are: C([O:5][C:6](=[O:35])[C:7]([S:10][C:11]1[S:12][CH:13]=[C:14]([CH2:16][CH2:17][O:18][C:19]2[CH:24]=[CH:23][C:22]([N:25]([C:27](=[O:34])[C:28]3[CH:33]=[CH:32][CH:31]=[CH:30][CH:29]=3)[CH3:26])=[CH:21][CH:20]=2)[N:15]=1)([CH3:9])[CH3:8])(C)(C)C.FC(F)(F)C(O)=O.